From a dataset of Peptide-MHC class II binding affinity with 134,281 pairs from IEDB. Regression. Given a peptide amino acid sequence and an MHC pseudo amino acid sequence, predict their binding affinity value. This is MHC class II binding data. (1) The peptide sequence is LVGPTPVNVIGRNLLTQIGC. The MHC is HLA-DQA10101-DQB10501 with pseudo-sequence HLA-DQA10101-DQB10501. The binding affinity (normalized) is 0.194. (2) The peptide sequence is VQNTVEDLKLNTLGR. The MHC is HLA-DPA10201-DPB10101 with pseudo-sequence HLA-DPA10201-DPB10101. The binding affinity (normalized) is 0.518. (3) The peptide sequence is EAVLEDPYILLVSSK. The MHC is DRB1_1302 with pseudo-sequence DRB1_1302. The binding affinity (normalized) is 0. (4) The peptide sequence is QDKLCGSLIGMTNRA. The MHC is DRB1_0404 with pseudo-sequence DRB1_0404. The binding affinity (normalized) is 0.703. (5) The peptide sequence is VYYLTRDPTTPLARAAWETA. The MHC is DRB1_0701 with pseudo-sequence DRB1_0701. The binding affinity (normalized) is 0.426.